This data is from Catalyst prediction with 721,799 reactions and 888 catalyst types from USPTO. The task is: Predict which catalyst facilitates the given reaction. (1) Reactant: [NH2:1][C:2]1[C:11]([C:12]([NH:14][C:15]2[C:24]3[CH2:23][CH2:22][N:21]([CH3:25])[CH2:20][C:19]=3[CH:18]=[N:17][CH:16]=2)=[O:13])=[C:5]2[N:6]=[CH:7][C:8]([F:10])=[CH:9][N:4]2[N:3]=1.C1C=C(Cl)C=C(C(OO)=[O:34])C=1. Product: [NH2:1][C:2]1[C:11]([C:12]([NH:14][C:15]2[CH:16]=[N:17][CH:18]=[C:19]3[C:24]=2[CH2:23][CH2:22][N+:21]([O-:34])([CH3:25])[CH2:20]3)=[O:13])=[C:5]2[N:6]=[CH:7][C:8]([F:10])=[CH:9][N:4]2[N:3]=1. The catalyst class is: 2. (2) The catalyst class is: 22. Product: [Cl:11][C:12]1[CH:17]=[CH:16][CH:15]=[CH:14][C:13]=1[CH2:18][N:19]1[C:20]([OH:40])=[C:21]([C:36]([NH:10][CH2:9][C:3]2[C:2]([Cl:1])=[CH:7][CH:6]=[CH:5][C:4]=2[Cl:8])=[O:37])[C:22]([OH:35])=[C:23]([C:26]([NH:28][CH2:29][C:30]([OH:32])=[O:31])=[O:27])[C:24]1=[O:25]. Reactant: [Cl:1][C:2]1[CH:7]=[CH:6][CH:5]=[C:4]([Cl:8])[C:3]=1[CH2:9][NH2:10].[Cl:11][C:12]1[CH:17]=[CH:16][CH:15]=[CH:14][C:13]=1[CH2:18][N:19]1[C:24](=[O:25])[C:23]([C:26]([NH:28][CH2:29][C:30]([O:32]CC)=[O:31])=[O:27])=[C:22]([OH:35])[C:21]([C:36](OC)=[O:37])=[C:20]1[OH:40]. (3) Reactant: Br[C:2]1[CH:7]=[CH:6][C:5]([CH:8]([C:17]2[CH:22]=[CH:21][CH:20]=[CH:19][CH:18]=2)[NH:9][C:10](=[O:16])[O:11][C:12]([CH3:15])([CH3:14])[CH3:13])=[CH:4][CH:3]=1.[B:23]1([B:23]2[O:27][C:26]([CH3:29])([CH3:28])[C:25]([CH3:31])([CH3:30])[O:24]2)[O:27][C:26]([CH3:29])([CH3:28])[C:25]([CH3:31])([CH3:30])[O:24]1.ClCCl.C([O-])(=O)C.[K+]. Product: [C:17]1([CH:8]([C:5]2[CH:6]=[CH:7][C:2]([B:23]3[O:27][C:26]([CH3:29])([CH3:28])[C:25]([CH3:31])([CH3:30])[O:24]3)=[CH:3][CH:4]=2)[NH:9][C:10](=[O:16])[O:11][C:12]([CH3:15])([CH3:14])[CH3:13])[CH:22]=[CH:21][CH:20]=[CH:19][CH:18]=1. The catalyst class is: 9. (4) Reactant: [F:1][C:2]1[CH:18]=[CH:17][CH:16]=[CH:15][C:3]=1[O:4][C:5]1[CH:10]=[CH:9][C:8]([CH3:11])=[C:7]([N+:12]([O-])=O)[CH:6]=1. Product: [F:1][C:2]1[CH:18]=[CH:17][CH:16]=[CH:15][C:3]=1[O:4][C:5]1[CH:10]=[CH:9][C:8]([CH3:11])=[C:7]([NH2:12])[CH:6]=1. The catalyst class is: 29.